From a dataset of Catalyst prediction with 721,799 reactions and 888 catalyst types from USPTO. Predict which catalyst facilitates the given reaction. (1) Reactant: [F:1][C:2]1[CH:7]=[C:6]([I:8])[CH:5]=[CH:4][C:3]=1[NH:9][C:10]1[C:18]([C:19](O)=[O:20])=[CH:17][CH:16]=[C:15]2[C:11]=1[CH:12]=[N:13][NH:14]2.[CH3:22][C:23]1([CH3:31])[O:27][C@@H:26]([CH2:28][O:29][NH2:30])[CH2:25][O:24]1.CCN=C=NCCCN(C)C.C1C=CC2N(O)N=NC=2C=1.CCN(C(C)C)C(C)C. Product: [CH3:22][C:23]1([CH3:31])[O:27][C@@H:26]([CH2:28][O:29][NH:30][C:19]([C:18]2[C:10]([NH:9][C:3]3[CH:4]=[CH:5][C:6]([I:8])=[CH:7][C:2]=3[F:1])=[C:11]3[C:15](=[CH:16][CH:17]=2)[NH:14][N:13]=[CH:12]3)=[O:20])[CH2:25][O:24]1. The catalyst class is: 3. (2) Reactant: [CH3:1][C:2]1[S:3][CH:4]=[C:5]([CH2:7][CH2:8][NH:9][C:10]2[CH:15]=[CH:14][C:13]([N+:16]([O-:18])=[O:17])=[CH:12][CH:11]=2)[N:6]=1.[C:19](O[C:19]([O:21][C:22]([CH3:25])([CH3:24])[CH3:23])=[O:20])([O:21][C:22]([CH3:25])([CH3:24])[CH3:23])=[O:20]. Product: [CH3:1][C:2]1[S:3][CH:4]=[C:5]([CH2:7][CH2:8][N:9]([C:10]2[CH:15]=[CH:14][C:13]([N+:16]([O-:18])=[O:17])=[CH:12][CH:11]=2)[C:19](=[O:20])[O:21][C:22]([CH3:25])([CH3:24])[CH3:23])[N:6]=1. The catalyst class is: 367. (3) Reactant: [Br:1][C:2]1[CH:3]=[C:4]2[C:9](=[CH:10][C:11]=1OC)[N:8]=[CH:7][NH:6][C:5]2=[O:14].[CH:15]([N:18](C(C)C)CC)([CH3:17])[CH3:16].O=P(Cl)(Cl)Cl.[CH:29](N)(C)C. The catalyst class is: 26. Product: [Br:1][C:2]1[CH:3]=[C:4]2[C:9](=[CH:10][CH:11]=1)[N:8]=[CH:7][NH:6][C:5]2([NH:18][CH:15]([CH3:17])[CH3:16])[O:14][CH3:29].